Dataset: Reaction yield outcomes from USPTO patents with 853,638 reactions. Task: Predict the reaction yield, written as a fraction of the theoretical maximum amount of product (1.0 means a 100% yield; for example, 0.34 means a 34% yield). The reactants are CC(OC([NH:8][C@@H:9]([CH2:14][C:15]#[C:16][C:17]1[CH:22]=[CH:21][C:20]([O:23][CH2:24][C:25]2[CH:30]=[CH:29][CH:28]=[CH:27][C:26]=2[F:31])=[CH:19][N:18]=1)[C:10]([O:12][CH3:13])=[O:11])=O)(C)C.CO.C(Cl)(C)=O. The catalyst is C(OCC)(=O)C. The product is [NH2:8][C@@H:9]([CH2:14][C:15]#[C:16][C:17]1[CH:22]=[CH:21][C:20]([O:23][CH2:24][C:25]2[CH:30]=[CH:29][CH:28]=[CH:27][C:26]=2[F:31])=[CH:19][N:18]=1)[C:10]([O:12][CH3:13])=[O:11]. The yield is 0.910.